From a dataset of Full USPTO retrosynthesis dataset with 1.9M reactions from patents (1976-2016). Predict the reactants needed to synthesize the given product. (1) Given the product [NH2:15][C:14]1[C:5]2[C:6](=[CH:7][CH:8]=[C:3]([Br:2])[CH:4]=2)[NH:9][C:10]=1[C:11]([NH2:13])=[O:12], predict the reactants needed to synthesize it. The reactants are: [Na].[Br:2][C:3]1[CH:8]=[CH:7][C:6]([NH:9][CH2:10][C:11]([NH2:13])=[O:12])=[C:5]([C:14]#[N:15])[CH:4]=1. (2) Given the product [C:18]1([C:9]2[C:8]3[C:17]4=[C:16]5[C:5](=[CH:6][CH:7]=3)[CH:4]=[CH:3][CH:2]=[C:15]5[CH:14]=[CH:13][C:12]4=[CH:11][CH:10]=2)[CH:23]=[CH:22][CH:21]=[CH:20][CH:19]=1, predict the reactants needed to synthesize it. The reactants are: Br[C:2]1[C:15]2[C:16]3=[C:17]4[C:12](=[CH:13][CH:14]=2)[CH:11]=[CH:10][CH:9]=[C:8]4[CH:7]=[CH:6][C:5]3=[CH:4][CH:3]=1.[C:18]1(B(O)O)[CH:23]=[CH:22][CH:21]=[CH:20][CH:19]=1.C(=O)([O-])[O-].[Cs+].[Cs+]. (3) The reactants are: [CH2:1]([C:3]1[C:12]2[C:7](=[CH:8][C:9]([O:15][CH3:16])=[C:10]([O:13][CH3:14])[CH:11]=2)[CH:6]=[C:5]([OH:17])[N:4]=1)[CH3:2].Cl.Cl[CH2:20][C:21]1[CH:22]=[N:23][C:24]2[C:29]([CH:30]=1)=[CH:28][CH:27]=[CH:26][CH:25]=2.Cl.ClCC1C(NCCOC)=NC2C(C=1)=CC(OC)=CC=2.[Li+].[OH-]. Given the product [CH2:1]([C:3]1[C:12]2[C:7](=[CH:8][C:9]([O:15][CH3:16])=[C:10]([O:13][CH3:14])[CH:11]=2)[C:6]([CH2:20][C:21]2[CH:22]=[N:23][C:24]3[C:29]([CH:30]=2)=[CH:28][CH:27]=[CH:26][CH:25]=3)=[C:5]([OH:17])[N:4]=1)[CH3:2], predict the reactants needed to synthesize it. (4) The reactants are: [F:1][C:2]([F:34])([F:33])[C:3]1[CH:10]=[CH:9][C:6]([CH2:7][NH2:8])=[CH:5][C:4]=1[NH:11][C:12]1[N:16]([CH3:17])[C:15]2[CH:18]=[C:19]([N:23]3[CH2:28][CH2:27][CH:26]([C:29]([F:32])([F:31])[F:30])[CH2:25][CH2:24]3)[C:20]([Cl:22])=[CH:21][C:14]=2[N:13]=1.[F:35][C:36]([F:43])([F:42])[CH:37]([CH3:41])[C:38](O)=[O:39].CN(C(ON1N=NC2C=CC=CC1=2)=[N+](C)C)C.F[P-](F)(F)(F)(F)F. Given the product [F:34][C:2]([F:33])([F:1])[C:3]1[CH:10]=[CH:9][C:6]([CH2:7][NH:8][C:38](=[O:39])[CH:37]([CH3:41])[C:36]([F:43])([F:42])[F:35])=[CH:5][C:4]=1[NH:11][C:12]1[N:16]([CH3:17])[C:15]2[CH:18]=[C:19]([N:23]3[CH2:28][CH2:27][CH:26]([C:29]([F:31])([F:32])[F:30])[CH2:25][CH2:24]3)[C:20]([Cl:22])=[CH:21][C:14]=2[N:13]=1, predict the reactants needed to synthesize it.